This data is from Forward reaction prediction with 1.9M reactions from USPTO patents (1976-2016). The task is: Predict the product of the given reaction. (1) Given the reactants Cl[C:2]1[N:6]([CH2:7][CH3:8])[N:5]=[CH:4][C:3]=1[N+:9]([O-:11])=[O:10].[F:12][C:13]([F:25])([F:24])[C:14]([NH:16][CH:17]1[CH2:23][CH2:22][CH2:21][NH:20][CH2:19][CH2:18]1)=[O:15], predict the reaction product. The product is: [CH2:7]([N:6]1[C:2]([N:20]2[CH2:21][CH2:22][CH2:23][CH:17]([NH:16][C:14](=[O:15])[C:13]([F:24])([F:12])[F:25])[CH2:18][CH2:19]2)=[C:3]([N+:9]([O-:11])=[O:10])[CH:4]=[N:5]1)[CH3:8]. (2) Given the reactants [C:1]([C:5]1[CH:12]=[CH:11][C:8]([CH2:9][NH2:10])=[CH:7][CH:6]=1)([CH3:4])([CH3:3])[CH3:2].[F:13][C:14]([F:40])([F:39])[C:15]1[CH:20]=[CH:19][C:18]([C:21]2[C:22]([C:27]([NH:29][C:30]3[CH:31]=[C:32]([C:36](O)=[O:37])[N:33]([CH3:35])[CH:34]=3)=[O:28])=[CH:23][CH:24]=[CH:25][CH:26]=2)=[CH:17][CH:16]=1.CN(C(ON1N=NC2C=CC=CC1=2)=[N+](C)C)C.[B-](F)(F)(F)F.C(N(C(C)C)C(C)C)C, predict the reaction product. The product is: [C:1]([C:5]1[CH:6]=[CH:7][C:8]([CH2:9][NH:10][C:36]([C:32]2[N:33]([CH3:35])[CH:34]=[C:30]([NH:29][C:27]([C:22]3[C:21]([C:18]4[CH:17]=[CH:16][C:15]([C:14]([F:40])([F:13])[F:39])=[CH:20][CH:19]=4)=[CH:26][CH:25]=[CH:24][CH:23]=3)=[O:28])[CH:31]=2)=[O:37])=[CH:11][CH:12]=1)([CH3:4])([CH3:2])[CH3:3]. (3) Given the reactants [NH2:1][C:2]1[C:11]2[C:6](=[C:7](I)[C:8]([F:12])=[CH:9][CH:10]=2)[N:5]=[N:4][C:3]=1[C:14]([NH:16][CH:17]1[CH2:19][CH2:18]1)=[O:15].[F:20][C:21]1[CH:26]=[CH:25][CH:24]=[C:23]([O:27][CH3:28])[C:22]=1B(O)O, predict the reaction product. The product is: [NH2:1][C:2]1[C:11]2[C:6](=[C:7]([C:22]3[C:23]([O:27][CH3:28])=[CH:24][CH:25]=[CH:26][C:21]=3[F:20])[C:8]([F:12])=[CH:9][CH:10]=2)[N:5]=[N:4][C:3]=1[C:14]([NH:16][CH:17]1[CH2:19][CH2:18]1)=[O:15]. (4) Given the reactants Cl[C:2]1[N:7]=[C:6]([N:8]2[CH2:13][CH2:12][O:11][CH2:10][C@@H:9]2[CH3:14])[CH:5]=[CH:4][N:3]=1.[F:15][CH2:16][CH2:17][NH:18][C:19]([NH:21][C:22]1[CH:27]=[CH:26][C:25](B2OC(C)(C)C(C)(C)O2)=[CH:24][CH:23]=1)=[O:20], predict the reaction product. The product is: [F:15][CH2:16][CH2:17][NH:18][C:19]([NH:21][C:22]1[CH:27]=[CH:26][C:25]([C:2]2[N:7]=[C:6]([N:8]3[CH2:13][CH2:12][O:11][CH2:10][C@@H:9]3[CH3:14])[CH:5]=[CH:4][N:3]=2)=[CH:24][CH:23]=1)=[O:20]. (5) Given the reactants [Br:1][CH2:2][C:3]([C:5]1[S:9][C:8]([C:10]#[N:11])=[CH:7][CH:6]=1)=[O:4].[BH4-].[Na+].Br, predict the reaction product. The product is: [Br:1][CH2:2][CH:3]([C:5]1[S:9][C:8]([C:10]#[N:11])=[CH:7][CH:6]=1)[OH:4]. (6) The product is: [NH2:10][CH2:9][C:11]1[N:12]=[CH:13][C:14]([NH:4][C:3]2[CH:5]=[CH:6][CH:7]=[CH:8][C:2]=2[Cl:1])=[CH:15][C:16]=1[F:17]. Given the reactants [Cl:1][C:2]1[CH:8]=[CH:7][CH:6]=[CH:5][C:3]=1[NH2:4].[C:9]([C:11]1[C:16]([F:17])=[CH:15][C:14](F)=[CH:13][N:12]=1)#[N:10], predict the reaction product.